From a dataset of Full USPTO retrosynthesis dataset with 1.9M reactions from patents (1976-2016). Predict the reactants needed to synthesize the given product. (1) Given the product [CH3:1][O:2][C:3]1[CH:10]=[CH:9][C:6](/[CH:7]=[N:11]/[C:12]2[CH:13]=[C:14]([CH:19]=[CH:20][CH:21]=2)[C:15]([O:17][CH3:18])=[O:16])=[CH:5][CH:4]=1, predict the reactants needed to synthesize it. The reactants are: [CH3:1][O:2][C:3]1[CH:10]=[CH:9][C:6]([CH:7]=O)=[CH:5][CH:4]=1.[NH2:11][C:12]1[CH:13]=[C:14]([CH:19]=[CH:20][CH:21]=1)[C:15]([O:17][CH3:18])=[O:16]. (2) Given the product [Cl:11][C:4]1[N:3]=[C:2]([NH:17][C@@H:16]([CH2:18][C:19]([O:21][CH3:22])=[O:20])[C:15]([O:14][CH3:13])=[O:23])[C:7]([N+:8]([O-:10])=[O:9])=[CH:6][CH:5]=1, predict the reactants needed to synthesize it. The reactants are: Cl[C:2]1[C:7]([N+:8]([O-:10])=[O:9])=[CH:6][CH:5]=[C:4]([Cl:11])[N:3]=1.Cl.[CH3:13][O:14][C:15](=[O:23])[C@H:16]([CH2:18][C:19]([O:21][CH3:22])=[O:20])[NH2:17].C([O-])(O)=O.[Na+].ClC1C=CC=C(Cl)N=1. (3) Given the product [NH2:36][C:32]1[CH:31]=[C:30]([N:27]2[C:6]3[N:7]=[C:8]([NH:11][C:12]4[CH:17]=[CH:16][C:15]([N:18]5[CH2:23][CH2:22][N:21]([CH3:24])[CH2:20][CH2:19]5)=[CH:14][C:13]=4[O:25][CH3:26])[N:9]=[CH:10][C:5]=3[CH:4]=[C:3]([CH2:1][CH3:2])[C:28]2=[O:29])[CH:35]=[CH:34][CH:33]=1, predict the reactants needed to synthesize it. The reactants are: [CH2:1]([C:3]1[C:28](=[O:29])[N:27]([C:30]2[CH:31]=[C:32]([NH:36]C(=O)OC(C)(C)C)[CH:33]=[CH:34][CH:35]=2)[C:6]2[N:7]=[C:8]([NH:11][C:12]3[CH:17]=[CH:16][C:15]([N:18]4[CH2:23][CH2:22][N:21]([CH3:24])[CH2:20][CH2:19]4)=[CH:14][C:13]=3[O:25][CH3:26])[N:9]=[CH:10][C:5]=2[CH:4]=1)[CH3:2].C(O)(C(F)(F)F)=O. (4) The reactants are: Cl[C:2]([O:4][CH2:5][CH:6]([C:8]1[CH:13]=[CH:12][CH:11]=[CH:10][C:9]=1[N+:14]([O-:16])=[O:15])[CH3:7])=[O:3].[NH2:17][NH2:18]. Given the product [N+:14]([C:9]1[CH:10]=[CH:11][CH:12]=[CH:13][C:8]=1[CH:6]([CH3:7])[CH2:5][O:4][C:2]([NH:17][NH2:18])=[O:3])([O-:16])=[O:15], predict the reactants needed to synthesize it. (5) Given the product [CH3:1][N:2]([CH3:29])[C:3]1[CH:15]=[CH:14][C:13]([C:12]2[CH:7]=[CH:8][C:9]([OH:37])=[CH:10][CH:11]=2)=[CH:5][CH:4]=1, predict the reactants needed to synthesize it. The reactants are: [CH3:1][N:2]([CH3:29])[C:3]1[CH:15]=[CH:14][C:13]2[C:12]3[C:7](=[CH:8][C:9]([Sn](CCCC)(CCCC)CCCC)=[CH:10][CH:11]=3)C[C:5]=2[CH:4]=1.IC1C=CC([OH:37])=CC=1.C([O-])([O-])=O.[K+].[K+]. (6) Given the product [OH:14][C:10]1[CH:9]=[C:8]([C:6]2[N:30]([CH2:22][CH2:23][C:24]3[CH:29]=[CH:28][CH:27]=[CH:26][CH:25]=3)[C:2](=[O:7])[C:3]3[C:4](=[CH:18][CH:19]=[CH:20][CH:21]=3)[N:5]=2)[CH:13]=[CH:12][CH:11]=1, predict the reactants needed to synthesize it. The reactants are: O=[C:2]1[O:7][C:6]([C:8]2[CH:9]=[C:10]([O:14]C(=O)C)[CH:11]=[CH:12][CH:13]=2)=[N:5][C:4]2[CH:18]=[CH:19][CH:20]=[CH:21][C:3]1=2.[CH2:22]([NH2:30])[CH2:23][C:24]1[CH:29]=[CH:28][CH:27]=[CH:26][CH:25]=1. (7) Given the product [C:1]([C@@H:4]1[CH2:11][CH2:10][C@@H:9]2[N:5]1[C:6](=[O:20])[C@H:7]([NH:12][C:13](=[O:19])[O:14][C:15]([CH3:16])([CH3:17])[CH3:18])[CH2:8]2)#[N:2], predict the reactants needed to synthesize it. The reactants are: [C:1]([C@@H:4]1[CH2:11][CH2:10][C@@H:9]2[N:5]1[C:6](=[O:20])[C@H:7]([NH:12][C:13](=[O:19])[O:14][C:15]([CH3:18])([CH3:17])[CH3:16])[CH2:8]2)(=O)[NH2:2].N1C(Cl)=NC(Cl)=NC=1Cl.